Dataset: Peptide-MHC class II binding affinity with 134,281 pairs from IEDB. Task: Regression. Given a peptide amino acid sequence and an MHC pseudo amino acid sequence, predict their binding affinity value. This is MHC class II binding data. (1) The peptide sequence is GVLQTFMRMAWGGSY. The MHC is DRB1_0401 with pseudo-sequence DRB1_0401. The binding affinity (normalized) is 0.425. (2) The peptide sequence is TFAATHNPWASQPG. The MHC is DRB1_0101 with pseudo-sequence DRB1_0101. The binding affinity (normalized) is 0.215. (3) The peptide sequence is VEIALGGVMGGLWKY. The MHC is DRB3_0101 with pseudo-sequence DRB3_0101. The binding affinity (normalized) is 0.